Predict which catalyst facilitates the given reaction. From a dataset of Catalyst prediction with 721,799 reactions and 888 catalyst types from USPTO. (1) Reactant: Cl.[CH3:2][N:3]1[CH2:8][CH2:7][C:6]([C:12]2[CH:17]=[CH:16][CH:15]=[CH:14][CH:13]=2)([C:9](O)=O)[CH2:5][CH2:4]1.C([N:25]1CCNCC1)C1C=CC=CC=1.C(N(CC)CC)C.C(Cl)CCl. Product: [CH3:2][N:3]1[CH2:8][CH2:7][C:6]([C:12]2[CH:17]=[CH:16][CH:15]=[CH:14][CH:13]=2)([C:9]#[N:25])[CH2:5][CH2:4]1. The catalyst class is: 166. (2) Reactant: O1CCCC1.[F:6][C:7]1[CH:12]=[C:11]([O:13][CH3:14])[CH:10]=[C:9]([F:15])[CH:8]=1.C([Li])CCC.[F:21][C:22]([F:27])([F:26])[C:23]([CH3:25])=[O:24]. Product: [F:6][C:7]1[CH:12]=[C:11]([O:13][CH3:14])[CH:10]=[C:9]([F:15])[C:8]=1[C:23]([OH:24])([CH3:25])[C:22]([F:27])([F:26])[F:21]. The catalyst class is: 81. (3) Reactant: [CH2:1]([O:3][C:4]([C:6]1[CH:7]=[N:8][N:9]([C:11]2[N:15](COCCOC)[C:14]3[CH:22]=[C:23]([S:27]([CH:30]([CH3:32])[CH3:31])(=[O:29])=[O:28])[C:24]([Cl:26])=[CH:25][C:13]=3[N:12]=2)[CH:10]=1)=[O:5])[CH3:2].Cl.C(OCC)C. Product: [CH2:1]([O:3][C:4]([C:6]1[CH:7]=[N:8][N:9]([C:11]2[NH:15][C:14]3[CH:22]=[C:23]([S:27]([CH:30]([CH3:31])[CH3:32])(=[O:29])=[O:28])[C:24]([Cl:26])=[CH:25][C:13]=3[N:12]=2)[CH:10]=1)=[O:5])[CH3:2]. The catalyst class is: 714.